This data is from Forward reaction prediction with 1.9M reactions from USPTO patents (1976-2016). The task is: Predict the product of the given reaction. (1) Given the reactants [C:1]([O:5][C:6]([C:8]1[CH:13]=[CH:12][C:11]([CH:14]([C:19]([O:21][CH3:22])=[O:20])[C:15]([O:17][CH3:18])=[O:16])=[CH:10][CH:9]=1)=[O:7])([CH3:4])([CH3:3])[CH3:2].[H-].[Na+].[B-](F)(F)(F)[F:26].[B-](F)(F)(F)F.C1[N+]2(CCl)CC[N+](F)(CC2)C1, predict the reaction product. The product is: [CH3:22][O:21][C:19](=[O:20])[C:14]([C:11]1[CH:12]=[CH:13][C:8]([C:6]([O:5][C:1]([CH3:3])([CH3:4])[CH3:2])=[O:7])=[CH:9][CH:10]=1)([F:26])[C:15]([O:17][CH3:18])=[O:16]. (2) The product is: [NH:11]1[C:10]([NH:9][C:7]([NH:6][C:4](=[O:5])[O:3][CH2:1][CH3:2])=[S:8])=[CH:14][CH:13]=[N:12]1. Given the reactants [CH2:1]([O:3][C:4]([N:6]=[C:7]=[S:8])=[O:5])[CH3:2].[NH2:9][C:10]1[CH:14]=[CH:13][NH:12][N:11]=1.O, predict the reaction product. (3) Given the reactants C(OC([N:8]1[CH2:13][CH2:12][CH:11]([O:14][C:15]2[CH:16]=[CH:17][C:18]3[O:23][CH2:22][C:21](=[O:24])[NH:20][C:19]=3[CH:25]=2)[CH2:10][CH2:9]1)=O)(C)(C)C.[Cl:26]CCl.Cl, predict the reaction product. The product is: [ClH:26].[NH:8]1[CH2:9][CH2:10][CH:11]([O:14][C:15]2[CH:16]=[CH:17][C:18]3[O:23][CH2:22][C:21](=[O:24])[NH:20][C:19]=3[CH:25]=2)[CH2:12][CH2:13]1. (4) Given the reactants [F:1][C:2]([F:11])([F:10])[C:3]1[CH:8]=[C:7]([OH:9])[CH:6]=[CH:5][N:4]=1.[F:12][C:13]1[CH:14]=[C:15]([CH:18]=[CH:19][C:20]=1F)[CH:16]=[O:17], predict the reaction product. The product is: [F:12][C:13]1[CH:14]=[C:15]([CH:18]=[CH:19][C:20]=1[O:9][C:7]1[CH:6]=[CH:5][N:4]=[C:3]([C:2]([F:1])([F:10])[F:11])[CH:8]=1)[CH:16]=[O:17]. (5) Given the reactants [CH2:1]([O:3][CH2:4][C:5]1[N:6]([NH2:18])[C:7]2[C:16]3[CH:15]=[CH:14][CH:13]=[CH:12][C:11]=3[N:10]=[CH:9][C:8]=2[N:17]=1)[CH3:2].[CH:19](=O)[CH2:20][CH:21]([CH3:23])[CH3:22], predict the reaction product. The product is: [CH2:1]([O:3][CH2:4][C:5]1[N:6]([N:18]=[CH:19][CH2:20][CH:21]([CH3:23])[CH3:22])[C:7]2[C:16]3[CH:15]=[CH:14][CH:13]=[CH:12][C:11]=3[N:10]=[CH:9][C:8]=2[N:17]=1)[CH3:2].